Task: Predict which catalyst facilitates the given reaction.. Dataset: Catalyst prediction with 721,799 reactions and 888 catalyst types from USPTO (1) Reactant: C(=O)([O-])O.[Na+].Cl.[NH2:7][OH:8].[CH3:9][C:10]1[N:15]=[C:14]([C:16]#[N:17])[CH:13]=[C:12]([C:18]2[CH:23]=[CH:22][CH:21]=[CH:20][C:19]=2[Cl:24])[N:11]=1. Product: [CH3:9][C:10]1[N:15]=[C:14]([C:16](=[N:7][OH:8])[NH2:17])[CH:13]=[C:12]([C:18]2[CH:23]=[CH:22][CH:21]=[CH:20][C:19]=2[Cl:24])[N:11]=1. The catalyst class is: 8. (2) Reactant: [Cl:1][C:2]1[CH:7]=[CH:6][C:5]([CH2:8][CH:9]([NH2:13])[CH:10]([CH3:12])[CH3:11])=[CH:4][C:3]=1[O:14][CH2:15][CH2:16][O:17][CH3:18].[CH:19](O)=[O:20]. Product: [Cl:1][C:2]1[CH:7]=[CH:6][C:5]([CH2:8][CH:9]([NH:13][CH:19]=[O:20])[CH:10]([CH3:11])[CH3:12])=[CH:4][C:3]=1[O:14][CH2:15][CH2:16][O:17][CH3:18]. The catalyst class is: 12. (3) Reactant: [O:1]1[CH2:6][CH2:5][CH:4](O)[CH2:3][CH2:2]1.[N+:8]([C:11]1[CH:12]=[N:13][NH:14][CH:15]=1)([O-:10])=[O:9].C1(P(C2C=CC=CC=2)C2C=CC=CC=2)C=CC=CC=1.N(C(OC(C)C)=O)=NC(OC(C)C)=O. Product: [N+:8]([C:11]1[CH:12]=[N:13][N:14]([CH:4]2[CH2:5][CH2:6][O:1][CH2:2][CH2:3]2)[CH:15]=1)([O-:10])=[O:9]. The catalyst class is: 1. (4) Reactant: C([Si]([O:8][CH2:9][C:10]1[CH:15]=[CH:14][C:13]([C:16]2[CH:21]=[C:20]([O:22][CH3:23])[CH:19]=[CH:18][C:17]=2[F:24])=[C:12]([C:25]2([O:30][CH3:31])[CH2:29][CH2:28][CH2:27][CH2:26]2)[CH:11]=1)(C)C)(C)(C)C.CC1C=CC(S([O-])(=O)=O)=CC=1.C1C=C[NH+]=CC=1. The catalyst class is: 5. Product: [F:24][C:17]1[CH:18]=[CH:19][C:20]([O:22][CH3:23])=[CH:21][C:16]=1[C:13]1[CH:14]=[CH:15][C:10]([CH2:9][OH:8])=[CH:11][C:12]=1[C:25]1([O:30][CH3:31])[CH2:26][CH2:27][CH2:28][CH2:29]1. (5) Reactant: [O:1]=[C:2]1[NH:6][C:5](=[O:7])[C:4](=[CH:8][C:9]2[CH:14]=[CH:13][C:12]([C:15]3[CH:20]=[CH:19][CH:18]=[C:17]([CH2:21][N:22]([CH3:30])[C:23](=[O:29])[O:24][C:25]([CH3:28])([CH3:27])[CH3:26])[CH:16]=3)=[CH:11][CH:10]=2)[S:3]1.[H][H]. Product: [O:1]=[C:2]1[NH:6][C:5](=[O:7])[CH:4]([CH2:8][C:9]2[CH:10]=[CH:11][C:12]([C:15]3[CH:20]=[CH:19][CH:18]=[C:17]([CH2:21][N:22]([CH3:30])[C:23](=[O:29])[O:24][C:25]([CH3:26])([CH3:28])[CH3:27])[CH:16]=3)=[CH:13][CH:14]=2)[S:3]1. The catalyst class is: 505.